From a dataset of Forward reaction prediction with 1.9M reactions from USPTO patents (1976-2016). Predict the product of the given reaction. Given the reactants [C:1]([O:5][C:6]1[CH:11]=[CH:10][C:9]([CH2:12][CH:13]([NH:17][C:18]([O:20][CH2:21][CH:22]2[C:34]3[CH:33]=[CH:32][CH:31]=[CH:30][C:29]=3[C:28]3[C:23]2=[CH:24][CH:25]=[CH:26][CH:27]=3)=[O:19])[C:14](O)=[O:15])=[CH:8][CH:7]=1)([CH3:4])([CH3:3])[CH3:2].CN1CCOCC1.ClC(OCC(C)C)=O.[C:50]1([C:56]2[N:57]=[C:58]([CH:61]3[CH2:70][C:69]4[C:64](=[CH:65][CH:66]=[CH:67][CH:68]=4)[CH2:63][NH:62]3)[NH:59][CH:60]=2)[CH:55]=[CH:54][CH:53]=[CH:52][CH:51]=1, predict the reaction product. The product is: [CH:24]1[C:23]2[CH:22]([CH2:21][O:20][C:18](=[O:19])[NH:17][CH:13]([CH2:12][C:9]3[CH:8]=[CH:7][C:6]([O:5][C:1]([CH3:3])([CH3:2])[CH3:4])=[CH:11][CH:10]=3)[C:14](=[O:15])[N:62]3[CH:61]([C:58]4[NH:59][CH:60]=[C:56]([C:50]5[CH:51]=[CH:52][CH:53]=[CH:54][CH:55]=5)[N:57]=4)[CH2:70][C:69]4[C:64](=[CH:65][CH:66]=[CH:67][CH:68]=4)[CH2:63]3)[C:34]3[C:29](=[CH:30][CH:31]=[CH:32][CH:33]=3)[C:28]=2[CH:27]=[CH:26][CH:25]=1.